Predict the reactants needed to synthesize the given product. From a dataset of Full USPTO retrosynthesis dataset with 1.9M reactions from patents (1976-2016). (1) Given the product [Cl:22][C:23]1[CH:33]=[CH:32][CH:31]=[CH:30][C:24]=1[CH2:25][S:26]([NH:1][C:2]1[CH:7]=[CH:6][C:5]([N:8]2[C:9](=[O:21])[CH2:10][C:11](=[O:20])[NH:12][C:13]3[C:18]([CH3:19])=[CH:17][CH:16]=[CH:15][C:14]2=3)=[CH:4][CH:3]=1)(=[O:28])=[O:27], predict the reactants needed to synthesize it. The reactants are: [NH2:1][C:2]1[CH:7]=[CH:6][C:5]([N:8]2[C:14]3[CH:15]=[CH:16][CH:17]=[C:18]([CH3:19])[C:13]=3[NH:12][C:11](=[O:20])[CH2:10][C:9]2=[O:21])=[CH:4][CH:3]=1.[Cl:22][C:23]1[CH:33]=[CH:32][CH:31]=[CH:30][C:24]=1[CH2:25][S:26](Cl)(=[O:28])=[O:27]. (2) The reactants are: [Cl:1][C:2]1[CH:7]=[CH:6][C:5]([C:8]([C:10]2[CH:15]=[CH:14][C:13]([Cl:16])=[CH:12][CH:11]=2)=O)=[CH:4][CH:3]=1.C1(P(=[CH:36][C:37]([O:39][CH3:40])=[O:38])(C2C=CC=CC=2)C2C=CC=CC=2)C=CC=CC=1. Given the product [Cl:1][C:2]1[CH:7]=[CH:6][C:5]([C:8]([C:10]2[CH:15]=[CH:14][C:13]([Cl:16])=[CH:12][CH:11]=2)=[CH:36][C:37]([O:39][CH3:40])=[O:38])=[CH:4][CH:3]=1, predict the reactants needed to synthesize it. (3) Given the product [Cl:20][C:16]1[CH:15]=[C:14]2[C:19]([C:11]([S:10][C:6]3[CH:5]=[C:4]([CH:9]=[CH:8][CH:7]=3)[C:3]([OH:2])=[O:22])=[C:12]([CH3:21])[N:13]2[CH2:32][C:31]2[CH:26]=[N:25][CH:24]=[CH:29][CH:30]=2)=[CH:18][CH:17]=1, predict the reactants needed to synthesize it. The reactants are: C[O:2][C:3](=[O:22])[C:4]1[CH:9]=[CH:8][CH:7]=[C:6]([S:10][C:11]2[C:19]3[C:14](=[CH:15][C:16]([Cl:20])=[CH:17][CH:18]=3)[NH:13][C:12]=2[CH3:21])[CH:5]=1.C[C:24]1[NH:25][C:26]2[C:31]([C:32]=1SC1C=C(CC(O)=O)C=CC=1)=[CH:30][CH:29]=CC=2.[H-].[Na+].Br.BrCC1C=NC=CC=1.